Dataset: Drug-target binding data from BindingDB using IC50 measurements. Task: Regression. Given a target protein amino acid sequence and a drug SMILES string, predict the binding affinity score between them. We predict pIC50 (pIC50 = -log10(IC50 in M); higher means more potent). Dataset: bindingdb_ic50. (1) The compound is O=C(O)C(Cc1ccccc1)c1cnc[nH]1. The target protein (P14384) has sequence MDFPCLWLGLLLPLVAALDFNYHRQEGMEAFLKTVAQNYSSVTHLHSIGKSVKGRNLWVLVVGRFPKEHRIGIPEFKYVANMHGDETVGRELLLHLIDYLVTSDGKDPEITNLINSTRIHIMPSMNPDGFEAVKKPDCYYSIGRENYNQYDLNRNFPDAFEYNNVSRQPETVAVMKWLKTETFVLSANLHGGALVASYPFDNGVQATGALYSRSLTPDDDVFQYLAHTYASRNPNMKKGDECKNKMNFPNGVTNGYSWYPLQGGMQDYNYIWAQCFEITLELSCCKYPREEKLPSFWNNNKASLIEYIKQVHLGVKGQVFDQNGNPLPNVIVEVQDRKHICPYRTNKYGEYYLLLLPGSYIINVTVPGHDPHITKVIIPEKSQNFSALKKDILLPFQGQLDSIPVSNPSCPMIPLYRNLPDHSAATKPSLFLFLVSLLHIFFK. The pIC50 is 4.3. (2) The compound is Cc1cc(Cl)ccc1N1CCN(C(=O)N2CCOCC2)CC1. The target protein (P42330) has sequence MDSKHQCVKLNDGHFMPVLGFGTYAPPEVPRSKALEVTKLAIEAGFRHIDSAHLYNNEEQVGLAIRSKIADGSVKREDIFYTSKLWSTFHRPELVRPALENSLKKAQLDYVDLYLIHSPMSLKPGEELSPTDENGKVIFDIVDLCTTWEAMEKCKDAGLAKSIGVSNFNRRQLEMILNKPGLKYKPVCNQVECHPYFNRSKLLDFCKSKDIVLVAYSALGSQRDKRWVDPNSPVLLEDPVLCALAKKHKRTPALIALRYQLQRGVVVLAKSYNEQRIRQNVQVFEFQLTAEDMKAIDGLDRNLHYFNSDSFASHPNYPYSDEY. The pIC50 is 7.9. (3) The small molecule is O=C1Nc2ccccc2C2(CCN(C(=O)N[C@H](Cc3csc4ccccc34)C(=O)N3CCC(N4CCCCC4)CC3)CC2)N1. The target protein sequence is MALSQSVPFSATELLLASAIFCLVFWVLKGLRPRVPKGLKSPPEPWGWPLLGHVLTLGKNPHLALSRMSQRYGDVLQIRIGSTPVLVLSRLDTIRQALVRQGDDFKGRPDLYTSTLITDGQSLTFSTDSGPVWAARRRLAQNALNTFSIASDPASSSSCYLEEHVSKEAKALISRLQELMAGPGHFDPYNQVVVSVANVIGAMCFGQHFPESSDEMLSLVKNTHEFVETASSGNPLDFFPILRYLPNPALQRFKAFNQRFLWFLQKTVQEHYQDFDKNSVRDITGALFKHSKKGPRASGNLIPQEKIVNLVNDIFGAGFDTVTTAISWSLMYLVTKPEIQRKIQKELDTVIGRERRPRLSDRPQLPYLEAFILETFRHSSFLPFTIPHSTTRDTTLNGFYIPKKCCVFVNQWQVNHDPELWEDPSEFRPERFLTADGTAINKPLSEKMMLFGMGKRRCIGEVLAKWEIFLFLAILLQQLEFSVPPGVKVDLTPIYGLTMK.... The pIC50 is 4.4. (4) The drug is OCCN1C[C@H](O)C(O)(CCO)[C@H](O)C1. The target protein (O00754) has sequence MGAYARASGVCARGCLDSAGPWTMSRALRPPLPPLCFFLLLLAAAGARAGGYETCPTVQPNMLNVHLLPHTHDDVGWLKTVDQYFYGIKNDIQHAGVQYILDSVISALLADPTRRFIYVEIAFFSRWWHQQTNATQEVVRDLVRQGRLEFANGGWVMNDEAATHYGAIVDQMTLGLRFLEDTFGNDGRPRVAWHIDPFGHSREQASLFAQMGFDGFFFGRLDYQDKWVRMQKLEMEQVWRASTSLKPPTADLFTGVLPNGYNPPRNLCWDVLCVDQPLVEDPRSPEYNAKELVDYFLNVATAQGRYYRTNHTVMTMGSDFQYENANMWFKNLDKLIRLVNAQQAKGSSVHVLYSTPACYLWELNKANLTWSVKHDDFFPYADGPHQFWTGYFSSRPALKRYERLSYNFLQVCNQLEALVGLAANVGPYGSGDSAPLNEAMAVLQHHDAVSGTSRQHVANDYARQLAAGWGPCEVLLSNALARLRGFKDHFTFCQQLNISI.... The pIC50 is 3.1. (5) The small molecule is CC(C)Cc1cncn1CC1CC1. The target protein (P00183) has sequence MTTETIQSNANLAPLPPHVPEHLVFDFDMYNPSNLSAGVQEAWAVLQESNVPDLVWTRCNGGHWIATRGQLIREAYEDYRHFSSECPFIPREAGEAYDFIPTSMDPPEQRQFRALANQVVGMPVVDKLENRIQELACSLIESLRPQGQCNFTEDYAEPFPIRIFMLLAGLPEEDIPHLKYLTDQMTRPDGSMTFAEAKEALYDYLIPIIEQRRQKPGTDAISIVANGQVNGRPITSDEAKRMCGLLLVGGLDTVVNFLSFSMEFLAKSPEHRQELIERPERIPAACEELLRRFSLVADGRILTSDYEFHGVQLKKGDQILLPQMLSGLDERENACPMHVDFSRQKVSHTTFGHGSHLCLGQHLARREIIVTLKEWLTRIPDFSIAPGAQIQHKSGIVSGVQALPLVWDPATTKAV. The pIC50 is 5.0. (6) The pIC50 is 4.8. The target protein (Q00610) has sequence MAQILPIRFQEHLQLQNLGINPANIGFSTLTMESDKFICIREKVGEQAQVVIIDMNDPSNPIRRPISADSAIMNPASKVIALKAGKTLQIFNIEMKSKMKAHTMTDDVTFWKWISLNTVALVTDNAVYHWSMEGESQPVKMFDRHSSLAGCQIINYRTDAKQKWLLLTGISAQQNRVVGAMQLYSVDRKVSQPIEGHAASFAQFKMEGNAEESTLFCFAVRGQAGGKLHIIEVGTPPTGNQPFPKKAVDVFFPPEAQNDFPVAMQISEKHDVVFLITKYGYIHLYDLETGTCIYMNRISGETIFVTAPHEATAGIIGVNRKGQVLSVCVEEENIIPYITNVLQNPDLALRMAVRNNLAGAEELFARKFNALFAQGNYSEAAKVAANAPKGILRTPDTIRRFQSVPAQPGQTSPLLQYFGILLDQGQLNKYESLELCRPVLQQGRKQLLEKWLKEDKLECSEELGDLVKSVDPTLALSVYLRANVPNKVIQCFAETGQVQK.... The drug is Cc1ccc(CN2C(=O)c3cccc4cc(S(=O)(=O)[O-])cc(c34)C2=O)cc1. (7) The small molecule is O=C(CC[N+](=O)[O-])N1CCN(c2ccccc2)CC1. The target protein (P9WKK7) has sequence MSVVGTPKSAEQIQQEWDTNPRWKDVTRTYSAEDVVALQGSVVEEHTLARRGAEVLWEQLHDLEWVNALGALTGNMAVQQVRAGLKAIYLSGWQVAGDANLSGHTYPDQSLYPANSVPQVVRRINNALQRADQIAKIEGDTSVENWLAPIVADGEAGFGGALNVYELQKALIAAGVAGSHWEDQLASEKKCGHLGGKVLIPTQQHIRTLTSARLAADVADVPTVVIARTDAEAATLITSDVDERDQPFITGERTREGFYRTKNGIEPCIARAKAYAPFADLIWMETGTPDLEAARQFSEAVKAEYPDQMLAYNCSPSFNWKKHLDDATIAKFQKELAAMGFKFQFITLAGFHALNYSMFDLAYGYAQNQMSAYVELQEREFAAEERGYTATKHQREVGAGYFDRIATTVDPNSSTTALTGSTEEGQFH. The pIC50 is 4.4. (8) The compound is O=C1Oc2cc(O)ccc2/C1=C\c1ccc(O)cc1. The target protein (P43870) has sequence MKKSALEKLLSLIENLTNQEFKQATNSLISFIYKLNRNEVIELVRSIGILPEAIKPSSTQEKLFSKAGDIVLAKAFQLLNLNSKPLEQRGNAGDVIALSKEFNYGLVADAKSFRLSRTAKNQKDFKVKALSEWREDKDYAVLTAPFFQYPTTKSQIFKQSLDENVLLFSWEHLAILLQLDLEETNIFSFEQLWNFPKKQSKKTSVSDAENNFMRDFNKYFMDLFKIDKDTLNQLLQKEINFIEERSLIEKEYWKKQINIIKNFTREEAIEALLKDINMSSKIETIDSFIKGIKSNDRLYL. The pIC50 is 3.4. (9) The compound is CN(C)C[C@@H]1CCn2cc(c3ccccc32)C2=C(C(=O)NC2=O)c2cn(c3ccccc23)CCO1. The target protein sequence is MDGTAAEPRPGAGSLQHAQPPPQPRKKRPEDFKFGKILGEGSFSTVVLARELATSREYAIKILEKRHIIKENKVPYVTRERDVMSRLDHPFFTKLYFTFQDDEKLYFGLSYAKNGELLKYIRKIGSFDETCTRFYTAEIVSALEYLHGKGIIHRDLKPENILLNEDMHIQITDFGTAKVLSPESKQARANSFVGTAQYVSPELLTEKSACKSSDLWALGCIIYQLVAGLPPFRAGNEYLIFQKIIKLEYDFPEKFFPKARDLVEKLLVLDATKRLGCEEMEGYGPLKAHPFFESVTWENLHQQTPPKLT. The pIC50 is 6.3.